This data is from Full USPTO retrosynthesis dataset with 1.9M reactions from patents (1976-2016). The task is: Predict the reactants needed to synthesize the given product. (1) Given the product [NH2:16][C@@H:13]1[CH2:12][O:11][CH2:10][CH2:9][N:8]([CH2:7][C:6]2[CH:27]=[CH:28][C:3]([O:2][CH3:1])=[CH:4][CH:5]=2)[C:14]1=[O:15], predict the reactants needed to synthesize it. The reactants are: [CH3:1][O:2][C:3]1[CH:28]=[CH:27][C:6]([CH2:7][N:8]2[C:14](=[O:15])[C@H:13]([NH:16]C(=O)OCC3C=CC=CC=3)[CH2:12][O:11][CH2:10][CH2:9]2)=[CH:5][CH:4]=1.Br. (2) Given the product [CH:1]1([N:4]2[C:12]3[C:7](=[CH:8][CH:9]=[C:10]([C:13]([OH:15])=[O:14])[CH:11]=3)[C:6]([CH3:17])([CH3:18])[C:5]2=[O:19])[CH2:2][CH2:3]1, predict the reactants needed to synthesize it. The reactants are: [CH:1]1([N:4]2[C:12]3[C:7](=[CH:8][CH:9]=[C:10]([C:13]([O:15]C)=[O:14])[CH:11]=3)[C:6]([CH3:18])([CH3:17])[C:5]2=[O:19])[CH2:3][CH2:2]1.[OH-].[Na+]. (3) Given the product [CH3:37][C:5]([O:9][C:10]1[CH:11]=[CH:12][C:13]([CH2:16][CH2:17][CH2:18][CH:19]2[CH2:23][N:22]([CH2:24][C:25]3[CH:26]=[CH:27][C:28]([C:31]([F:34])([F:32])[F:33])=[CH:29][CH:30]=3)[C:21](=[O:35])[N:20]2[CH3:36])=[CH:14][CH:15]=1)([CH2:6][CH2:7][CH3:8])[C:4]([OH:38])=[O:3], predict the reactants needed to synthesize it. The reactants are: C([O:3][C:4](=[O:38])[C:5]([CH3:37])([O:9][C:10]1[CH:15]=[CH:14][C:13]([CH2:16][CH2:17][CH2:18][CH:19]2[CH2:23][N:22]([CH2:24][C:25]3[CH:30]=[CH:29][C:28]([C:31]([F:34])([F:33])[F:32])=[CH:27][CH:26]=3)[C:21](=[O:35])[N:20]2[CH3:36])=[CH:12][CH:11]=1)[CH2:6][CH2:7][CH3:8])C.[OH-].[Na+]. (4) Given the product [CH3:1][C:2]1[S:6][C:5]([C:7]([NH2:11])=[O:9])=[CH:4][CH:3]=1, predict the reactants needed to synthesize it. The reactants are: [CH3:1][C:2]1[S:6][C:5]([C:7]([OH:9])=O)=[CH:4][CH:3]=1.C[N:11](C)C=O.C(Cl)(=O)C(Cl)=O.N. (5) Given the product [Cl:27][CH2:14][C:12]1[O:13][C:9]([C:4]2([CH3:3])[O:8][CH2:7][CH2:6][O:5]2)=[CH:10][N:11]=1, predict the reactants needed to synthesize it. The reactants are: N#N.[CH3:3][C:4]1([C:9]2[O:13][C:12]([CH2:14]O)=[N:11][CH:10]=2)[O:8][CH2:7][CH2:6][O:5]1.CCN(CC)CC.S([Cl:27])(C)(=O)=O. (6) Given the product [CH3:1][CH:2]([NH:12][C:13]([CH3:14])([CH3:16])[CH3:15])[C:3]([C:5]1[CH:6]=[CH:7][CH:8]=[C:9]([Cl:11])[CH:10]=1)=[O:4], predict the reactants needed to synthesize it. The reactants are: [CH3:1][CH:2]([NH:12][C:13]([CH3:16])([CH3:15])[CH3:14])[C:3]([C:5]1[CH:6]=[CH:7][CH:8]=[C:9]([Cl:11])[CH:10]=1)=[O:4].Cl.C([O-])(=O)C.P([O-])([O-])([O-])=O.